From a dataset of Full USPTO retrosynthesis dataset with 1.9M reactions from patents (1976-2016). Predict the reactants needed to synthesize the given product. (1) The reactants are: [F:1][C:2]1[CH:7]=[CH:6][CH:5]=[CH:4][C:3]=1[C:8]1[N:9]=[N:10][N:11]([CH3:18])[C:12]=1[C:13]1[N:14]=[CH:15][NH:16][CH:17]=1.Cl[C:20]1[CH:25]=[CH:24][C:23]([C:26]([F:29])([F:28])[F:27])=[CH:22][N:21]=1.C(=O)([O-])[O-].[K+].[K+].O. Given the product [F:1][C:2]1[CH:7]=[CH:6][CH:5]=[CH:4][C:3]=1[C:8]1[N:9]=[N:10][N:11]([CH3:18])[C:12]=1[C:13]1[N:14]=[CH:15][N:16]([C:20]2[CH:25]=[CH:24][C:23]([C:26]([F:29])([F:28])[F:27])=[CH:22][N:21]=2)[CH:17]=1, predict the reactants needed to synthesize it. (2) Given the product [NH:17]1[CH:18]=[C:14]([CH2:13][CH:10]2[C:11]3[C:7](=[CH:6][CH:5]=[C:4]([OH:3])[CH:12]=3)[CH2:8][CH2:9]2)[N:15]=[CH:16]1, predict the reactants needed to synthesize it. The reactants are: Cl.C[O:3][C:4]1[CH:12]=[C:11]2[C:7]([CH2:8][CH2:9][CH:10]2[CH2:13][C:14]2[N:15]=[CH:16][NH:17][CH:18]=2)=[CH:6][CH:5]=1.Br.[OH-].[NH4+]. (3) Given the product [CH2:1]([N:8]1[C:16]2[C:11](=[CH:12][CH:13]=[C:14]([O:17][CH:42]3[CH2:46][CH2:45][O:44][CH2:43]3)[CH:15]=2)[C:10]([C:18]([NH:20][CH2:21][C:22]2[CH:27]=[CH:26][C:25]([F:28])=[C:24]([F:29])[CH:23]=2)=[O:19])=[C:9]1[CH:30]([CH3:32])[CH3:31])[C:2]1[CH:7]=[CH:6][CH:5]=[CH:4][CH:3]=1, predict the reactants needed to synthesize it. The reactants are: [CH2:1]([N:8]1[C:16]2[C:11](=[CH:12][CH:13]=[C:14]([OH:17])[CH:15]=2)[C:10]([C:18]([NH:20][CH2:21][C:22]2[CH:27]=[CH:26][C:25]([F:28])=[C:24]([F:29])[CH:23]=2)=[O:19])=[C:9]1[CH:30]([CH3:32])[CH3:31])[C:2]1[CH:7]=[CH:6][CH:5]=[CH:4][CH:3]=1.C([O-])([O-])=O.[K+].[K+].[OH-].[Na+].I[CH:42]1[CH2:46][CH2:45][O:44][CH2:43]1. (4) Given the product [CH3:14][O:13][C:10]1[N:9]=[CH:8][C:7]([N:6]2[C:2]([N:1]3[CH:22]=[CH:26][CH:25]=[CH:24]3)=[CH:3][C:4]([C:15]([O:17][CH2:18][CH3:19])=[O:16])=[N:5]2)=[CH:12][CH:11]=1, predict the reactants needed to synthesize it. The reactants are: [NH2:1][C:2]1[N:6]([C:7]2[CH:8]=[N:9][C:10]([O:13][CH3:14])=[CH:11][CH:12]=2)[N:5]=[C:4]([C:15]([O:17][CH2:18][CH3:19])=[O:16])[CH:3]=1.CO[CH:22]1[CH2:26][CH2:25][CH:24](OC)O1. (5) The reactants are: [NH2:1][C:2]1[C:10]([Cl:11])=[C:9]([Cl:12])[CH:8]=[CH:7][C:3]=1[C:4](O)=[O:5].[NH2:13][C:14](N)=[O:15]. Given the product [Cl:12][C:9]1[C:10]([Cl:11])=[C:2]2[C:3]([C:4](=[O:5])[NH:13][C:14](=[O:15])[NH:1]2)=[CH:7][CH:8]=1, predict the reactants needed to synthesize it. (6) Given the product [C:1]1([N:7]2[C:11]([NH:12][C:13]3[CH:21]=[CH:20][C:19]([O:22][CH3:23])=[CH:18][C:14]=3[C:15]([NH:39][S:36]([C:31]3[CH:32]=[CH:33][CH:34]=[CH:35][C:30]=3[CH3:40])(=[O:37])=[O:38])=[O:16])=[CH:10][C:9]([C:24]3[CH:29]=[CH:28][CH:27]=[CH:26][CH:25]=3)=[N:8]2)[CH:6]=[CH:5][CH:4]=[CH:3][CH:2]=1, predict the reactants needed to synthesize it. The reactants are: [C:1]1([N:7]2[C:11]([NH:12][C:13]3[CH:21]=[CH:20][C:19]([O:22][CH3:23])=[CH:18][C:14]=3[C:15](O)=[O:16])=[CH:10][C:9]([C:24]3[CH:29]=[CH:28][CH:27]=[CH:26][CH:25]=3)=[N:8]2)[CH:6]=[CH:5][CH:4]=[CH:3][CH:2]=1.[C:30]1([CH3:40])[C:31]([S:36]([NH2:39])(=[O:38])=[O:37])=[CH:32][CH:33]=[CH:34][CH:35]=1.CCN=C=NCCCN(C)C.C(N(CC)CC)C. (7) Given the product [C:35]([OH:38])(=[O:37])[CH3:36].[CH2:30]([N:3]([CH2:1][CH3:2])[CH2:4][CH2:5][NH:6][C:7]([C:9]1[C:17]2[CH2:16][CH2:15][CH2:14]/[C:13](=[C:18]3/[C:19](=[O:28])[NH:20][C:21]4[C:26]/3=[CH:25][C:24]([F:27])=[CH:23][CH:22]=4)/[C:12]=2[NH:11][C:10]=1[CH3:29])=[O:8])[CH3:31], predict the reactants needed to synthesize it. The reactants are: [CH2:1]([N:3]([CH2:30][CH3:31])[CH2:4][CH2:5][NH:6][C:7]([C:9]1[C:17]2[CH2:16][CH2:15][CH2:14]/[C:13](=[C:18]3/[C:19](=[O:28])[NH:20][C:21]4[C:26]/3=[CH:25][C:24]([F:27])=[CH:23][CH:22]=4)/[C:12]=2[NH:11][C:10]=1[CH3:29])=[O:8])[CH3:2].C(#N)C.[C:35]([OH:38])(=[O:37])[CH3:36]. (8) Given the product [Cl:3][C:4]1[N:14]=[C:13]([S:15][C:16]2[CH:21]=[CH:20][C:19]([CH3:22])=[CH:18][CH:17]=2)[C:12]([F:23])=[CH:11][C:5]=1[C:6]([OH:8])=[O:7], predict the reactants needed to synthesize it. The reactants are: [OH-].[Li+].[Cl:3][C:4]1[N:14]=[C:13]([S:15][C:16]2[CH:21]=[CH:20][C:19]([CH3:22])=[CH:18][CH:17]=2)[C:12]([F:23])=[CH:11][C:5]=1[C:6]([O:8]CC)=[O:7]. (9) Given the product [CH3:1][O:2][C:3](=[O:25])[CH2:4][O:5][CH2:6][CH2:7][CH2:8][CH2:9][N:10]1[C:11](=[O:24])[CH2:12][CH2:13][C@@H:14]1/[CH:15]=[CH:16]/[C@@H:17]([OH:23])[CH2:18][CH2:19][CH2:20][CH2:21][CH3:22], predict the reactants needed to synthesize it. The reactants are: [CH3:1][O:2][C:3](=[O:25])[CH2:4][O:5][CH2:6][CH2:7][CH2:8][CH2:9][N:10]1[C@@H:14](/[CH:15]=[CH:16]/[C:17](=[O:23])[CH2:18][CH2:19][CH2:20][CH2:21][CH3:22])[CH2:13][CH2:12][C:11]1=[O:24].O[C@@H](CCCCC)/C=C/[C@H]1CCC(=O)N1CCSCCCC(O)=O.B1(C)OC(C2C=CC=CC=2)(C2C=CC=CC=2)[C@@H]2N1CCC2.Cl. (10) Given the product [CH3:12][C:10]([CH3:11])([CH3:13])[C:9]([NH:8][C:4]1[CH:5]=[CH:6][CH:7]=[C:2]([O:1][CH:16]2[CH2:17][CH2:18][CH2:19][CH2:20][O:15]2)[CH:3]=1)=[O:14], predict the reactants needed to synthesize it. The reactants are: [OH:1][C:2]1[CH:3]=[C:4]([NH:8][C:9](=[O:14])[C:10]([CH3:13])([CH3:12])[CH3:11])[CH:5]=[CH:6][CH:7]=1.[O:15]1[CH:20]=[CH:19][CH2:18][CH2:17][CH2:16]1.C1(C)C=CC(S([O-])(=O)=O)=CC=1.[NH+]1C=CC=CC=1.